This data is from Peptide-MHC class I binding affinity with 185,985 pairs from IEDB/IMGT. The task is: Regression. Given a peptide amino acid sequence and an MHC pseudo amino acid sequence, predict their binding affinity value. This is MHC class I binding data. (1) The peptide sequence is KTLKGGWFF. The MHC is HLA-B27:03 with pseudo-sequence HLA-B27:03. The binding affinity (normalized) is 0.0847. (2) The MHC is H-2-Kb with pseudo-sequence H-2-Kb. The peptide sequence is VSMVFYNA. The binding affinity (normalized) is 0.839.